From a dataset of Full USPTO retrosynthesis dataset with 1.9M reactions from patents (1976-2016). Predict the reactants needed to synthesize the given product. (1) Given the product [Br:1][C:2]1[CH:7]=[CH:6][C:5]([CH:23]([CH:16]2[CH2:17][CH:18]3[S:22][CH:14]([CH2:21][CH2:20][CH2:19]3)[CH2:15]2)[OH:24])=[CH:4][CH:3]=1, predict the reactants needed to synthesize it. The reactants are: [Br:1][C:2]1[CH:7]=[CH:6][C:5](I)=[CH:4][CH:3]=1.C([Mg]Cl)(C)C.[CH:14]12[S:22][CH:18]([CH2:19][CH2:20][CH2:21]1)[CH2:17][CH:16]([CH:23]=[O:24])[CH2:15]2. (2) Given the product [Br:16][C:17]1[CH:18]=[C:19]([CH:22]=[C:23]([Cl:25])[CH:24]=1)[CH2:20][N:7]1[C:6]2[CH:12]=[CH:13][C:3]([O:2][CH3:1])=[CH:4][C:5]=2[O:10][CH2:9][C:8]1=[O:11], predict the reactants needed to synthesize it. The reactants are: [CH3:1][O:2][C:3]1[CH:13]=[CH:12][C:6]2[NH:7][C:8](=[O:11])[CH2:9][O:10][C:5]=2[CH:4]=1.[H-].[Na+].[Br:16][C:17]1[CH:18]=[C:19]([CH:22]=[C:23]([Cl:25])[CH:24]=1)[CH2:20]Br. (3) The reactants are: FC(F)(F)C([O-])=O.Br[C:9]1[CH:14]=[CH:13][C:12]([C:15]2[CH2:16][CH2:17][NH2+:18][CH2:19][CH:20]=2)=[CH:11][CH:10]=1.C([O-])([O-])=O.[Na+].[Na+].[CH3:27][N:28]1[CH:32]=[C:31](B2OC(C)(C)C(C)(C)O2)[CH:30]=[N:29]1. Given the product [CH3:27][N:28]1[CH:32]=[C:31]([C:9]2[CH:14]=[CH:13][C:12]([C:15]3[CH2:16][CH2:17][NH:18][CH2:19][CH:20]=3)=[CH:11][CH:10]=2)[CH:30]=[N:29]1, predict the reactants needed to synthesize it. (4) Given the product [F:17][C:2]1([F:1])[CH2:7][CH2:6][N:5]([C:8]2[N:9]=[CH:10][C:11]([NH2:14])=[CH:12][CH:13]=2)[CH2:4][CH2:3]1, predict the reactants needed to synthesize it. The reactants are: [F:1][C:2]1([F:17])[CH2:7][CH2:6][N:5]([C:8]2[CH:13]=[CH:12][C:11]([N+:14]([O-])=O)=[CH:10][N:9]=2)[CH2:4][CH2:3]1.C1COCC1.CN(C=O)C. (5) Given the product [Br:2][C:3]1[CH:4]=[CH:5][C:6]([O:13][CH:14]2[CH2:18][CH2:17][CH2:16][CH2:15]2)=[C:7]([CH:8]=1)[NH2:9], predict the reactants needed to synthesize it. The reactants are: Cl.[Br:2][C:3]1[CH:4]=[CH:5][C:6]([O:13][CH:14]2[CH2:18][CH2:17][CH2:16][CH2:15]2)=[C:7]([NH:9]C(=O)C)[CH:8]=1.[OH-].[Na+].